Dataset: Full USPTO retrosynthesis dataset with 1.9M reactions from patents (1976-2016). Task: Predict the reactants needed to synthesize the given product. Given the product [Cl:24][C:17]1[N:16]=[C:15]2[C:20]([N:21]=[CH:22][N:14]2[C@@H:12]2[CH2:13][C@H:9]([N:8]([C:27]([O:29][C:30]([CH3:32])([CH3:33])[CH3:31])=[O:28])[C:1]([O:3][C:4]([CH3:7])([CH3:6])[CH3:5])=[O:2])[C@@H:10]([OH:26])[C@H:11]2[OH:25])=[C:19]([NH:64][CH2:65][CH:66]([C:67]2[CH:72]=[CH:71][CH:70]=[CH:69][CH:68]=2)[C:73]2[CH:78]=[CH:77][CH:76]=[CH:75][CH:74]=2)[N:18]=1, predict the reactants needed to synthesize it. The reactants are: [C:1]([N:8]([C:27]([O:29][C:30]([CH3:33])([CH3:32])[CH3:31])=[O:28])[C@H:9]1[CH2:13][C@@H:12]([N:14]2[CH:22]=[N:21][C:20]3[C:15]2=[N:16][C:17]([Cl:24])=[N:18][C:19]=3Cl)[C@H:11]([OH:25])[C@@H:10]1[OH:26])([O:3][C:4]([CH3:7])([CH3:6])[CH3:5])=[O:2].ClC1N=C2C(N=CN2[C@@H]2C[C@H](N(C(OC(C)(C)C)=O)C(OC(C)(C)C)=O)C=C2)=C([NH:64][CH2:65][CH:66]([C:73]2[CH:78]=[CH:77][CH:76]=[CH:75][CH:74]=2)[C:67]2[CH:72]=[CH:71][CH:70]=[CH:69][CH:68]=2)N=1.